This data is from Full USPTO retrosynthesis dataset with 1.9M reactions from patents (1976-2016). The task is: Predict the reactants needed to synthesize the given product. (1) Given the product [C:1]([N:9]1[CH2:14][CH2:13][N:12]([CH2:22][C:23](=[O:25])[CH3:24])[CH2:11][CH2:10]1)(=[O:8])[C:2]1[CH:7]=[CH:6][CH:5]=[CH:4][CH:3]=1, predict the reactants needed to synthesize it. The reactants are: [C:1]([N:9]1[CH2:14][CH2:13][NH:12][CH2:11][CH2:10]1)(=[O:8])[C:2]1[CH:7]=[CH:6][CH:5]=[CH:4][CH:3]=1.C(=O)([O-])[O-].[K+].[K+].Cl[CH2:22][C:23](=[O:25])[CH3:24]. (2) The reactants are: C[O:2][C:3](=[O:21])[CH2:4][CH2:5][C:6]1[CH:11]=[CH:10][C:9]([O:12][C:13]2[CH:18]=[CH:17][CH:16]=[C:15](Br)[CH:14]=2)=[CH:8][C:7]=1[CH3:20].[CH2:22]([C:24]1[CH:29]=[CH:28][C:27]([OH:30])=[CH:26][CH:25]=1)[CH3:23]. Given the product [CH2:22]([C:24]1[CH:29]=[CH:28][C:27]([O:30][C:15]2[CH:14]=[C:13]([CH:18]=[CH:17][CH:16]=2)[O:12][C:9]2[CH:10]=[CH:11][C:6]([CH2:5][CH2:4][C:3]([OH:2])=[O:21])=[C:7]([CH3:20])[CH:8]=2)=[CH:26][CH:25]=1)[CH3:23], predict the reactants needed to synthesize it. (3) Given the product [Br:1][C:2]1[CH:7]=[CH:6][C:5]([O:8][CH2:17][CH2:18][N:19]2[CH2:24][CH2:23][CH2:22][CH2:21][CH2:20]2)=[CH:4][CH:3]=1, predict the reactants needed to synthesize it. The reactants are: [Br:1][C:2]1[CH:7]=[CH:6][C:5]([OH:8])=[CH:4][CH:3]=1.C([O-])([O-])=O.[K+].[K+].Cl.Cl[CH2:17][CH2:18][N:19]1[CH2:24][CH2:23][CH2:22][CH2:21][CH2:20]1. (4) Given the product [CH3:52][N:53]([CH3:60])[CH:54]1[CH2:59][CH2:58][N:57]([C:8]([NH:9][C:19]2[CH:24]=[C:23]([O:25][C:26]3[CH:31]=[CH:30][C:29]([NH:32][C:33]([C:35]4([C:38]([NH:39][C:40]5[CH:41]=[CH:42][C:43]([F:46])=[CH:44][CH:45]=5)=[O:47])[CH2:37][CH2:36]4)=[O:34])=[CH:28][C:27]=3[F:48])[CH:22]=[CH:21][N:20]=2)=[O:7])[CH2:56][CH2:55]1, predict the reactants needed to synthesize it. The reactants are: C1([O:7][C:8](=O)[N:9]([C:19]2[CH:24]=[C:23]([O:25][C:26]3[CH:31]=[CH:30][C:29]([NH:32][C:33]([C:35]4([C:38](=[O:47])[NH:39][C:40]5[CH:45]=[CH:44][C:43]([F:46])=[CH:42][CH:41]=5)[CH2:37][CH2:36]4)=[O:34])=[CH:28][C:27]=3[F:48])[CH:22]=[CH:21][N:20]=2)C(OC2C=CC=CC=2)=O)C=CC=CC=1.Cl.Cl.[CH3:52][N:53]([CH3:60])[CH:54]1[CH2:59][CH2:58][NH:57][CH2:56][CH2:55]1.C(N(CC)CC)C. (5) Given the product [Br:7][C:5]1[N:6]=[C:2]([CH:29]([OH:30])[CH2:28][C:22]2[CH:27]=[CH:26][CH:25]=[CH:24][CH:23]=2)[N:3]([CH2:9][O:10][CH2:11][CH2:12][Si:13]([CH3:16])([CH3:15])[CH3:14])[C:4]=1[Br:8], predict the reactants needed to synthesize it. The reactants are: Br[C:2]1[N:3]([CH2:9][O:10][CH2:11][CH2:12][Si:13]([CH3:16])([CH3:15])[CH3:14])[C:4]([Br:8])=[C:5]([Br:7])[N:6]=1.[Li]CCCC.[C:22]1([CH2:28][CH:29]=[O:30])[CH:27]=[CH:26][CH:25]=[CH:24][CH:23]=1. (6) Given the product [F:1][C:2]1[CH:3]=[C:4]([C:10](=[O:12])[CH2:11][C:13]([O:14][CH3:15])=[O:16])[CH:5]=[CH:6][C:7]=1[O:8][CH3:9], predict the reactants needed to synthesize it. The reactants are: [F:1][C:2]1[CH:3]=[C:4]([C:10](=[O:12])[CH3:11])[CH:5]=[CH:6][C:7]=1[O:8][CH3:9].[C:13](=O)([O:16]C)[O:14][CH3:15].[H-].[Na+].